The task is: Predict the reactants needed to synthesize the given product.. This data is from Full USPTO retrosynthesis dataset with 1.9M reactions from patents (1976-2016). (1) Given the product [OH:35][C@@H:34]([CH3:36])[C@@H:33]([NH:32][C:28]([C:26]1[NH:27][C:23]([C:8]2[CH:9]=[C:10]([O:12][C:13]3[CH:14]=[N:15][C:16]([S:19]([CH3:22])(=[O:20])=[O:21])=[CH:17][CH:18]=3)[CH:11]=[C:6]([O:5][C@@H:4]([CH3:31])[CH2:3][O:2][CH3:1])[CH:7]=2)=[CH:24][CH:25]=1)=[O:30])[CH2:37][OH:38], predict the reactants needed to synthesize it. The reactants are: [CH3:1][O:2][CH2:3][C@H:4]([CH3:31])[O:5][C:6]1[CH:7]=[C:8]([C:23]2[NH:27][C:26]([C:28]([OH:30])=O)=[CH:25][CH:24]=2)[CH:9]=[C:10]([O:12][C:13]2[CH:14]=[N:15][C:16]([S:19]([CH3:22])(=[O:21])=[O:20])=[CH:17][CH:18]=2)[CH:11]=1.[NH2:32][C@@H:33]([CH2:37][OH:38])[C@H:34]([CH3:36])[OH:35].C1C=CC2N(O)N=NC=2C=1.O.CN1CCOCC1.CCN=C=NCCCN(C)C.Cl. (2) Given the product [N+:31]([C:26]1[CH:27]=[N:28][CH:29]=[CH:30][C:25]=1[N:12]1[CH2:13][C@H:14]([CH3:15])[C@@H:9]([O:8][Si:1]([C:4]([CH3:7])([CH3:5])[CH3:6])([CH3:3])[CH3:2])[C@H:10]([NH:16][C:17](=[O:23])[O:18][C:19]([CH3:22])([CH3:21])[CH3:20])[CH2:11]1)([O-:33])=[O:32], predict the reactants needed to synthesize it. The reactants are: [Si:1]([O:8][C@@H:9]1[C@@H:14]([CH3:15])[CH2:13][NH:12][CH2:11][C@H:10]1[NH:16][C:17](=[O:23])[O:18][C:19]([CH3:22])([CH3:21])[CH3:20])([C:4]([CH3:7])([CH3:6])[CH3:5])([CH3:3])[CH3:2].Cl[C:25]1[CH:30]=[CH:29][N:28]=[CH:27][C:26]=1[N+:31]([O-:33])=[O:32].CCN(C(C)C)C(C)C. (3) Given the product [Cl:3][C:4]1[CH:15]=[C:14]([O:16][CH2:17][C:18]#[CH:19])[C:13]([F:20])=[CH:12][C:5]=1[C:6]([OH:8])=[O:7], predict the reactants needed to synthesize it. The reactants are: [OH-].[Na+].[Cl:3][C:4]1[CH:15]=[C:14]([O:16][CH2:17][C:18]#[CH:19])[C:13]([F:20])=[CH:12][C:5]=1[C:6]([O:8]CC#C)=[O:7].Cl. (4) Given the product [F:15][C:12]1[CH:11]=[CH:10][CH:5]=[CH:4][C:3]=1[C:2](=[NH:1])[NH:13][OH:14], predict the reactants needed to synthesize it. The reactants are: [NH2:1][C:2](=[N:13][OH:14])[C:3]1[CH:4]=[C:5]([CH:10]=[CH:11][CH:12]=1)C(OC)=O.[F:15]C1C=CC=CC=1C#N. (5) Given the product [S:17]1[C:13]([CH:12]2[CH2:11][N:10]([CH:22]([C:24]3[CH:29]=[CH:28][CH:27]=[CH:26][CH:25]=3)[CH3:23])[CH2:9][CH:8]2[C:6]([OH:7])=[O:5])=[CH:14][C:15]2[CH:21]=[CH:20][CH:19]=[CH:18][C:16]1=2, predict the reactants needed to synthesize it. The reactants are: C([O:5][C:6]([CH:8]1[CH:12]([C:13]2[S:17][C:16]3[CH:18]=[CH:19][CH:20]=[CH:21][C:15]=3[CH:14]=2)[CH2:11][N:10]([CH:22]([C:24]2[CH:29]=[CH:28][CH:27]=[CH:26][CH:25]=2)[CH3:23])[CH2:9]1)=[O:7])(C)(C)C.C(O)(C(F)(F)F)=O. (6) The reactants are: [CH:1](=[N:8]/[C:9]1[CH:14]=[CH:13][C:12]([OH:15])=[C:11]([F:16])[CH:10]=1)\[C:2]1[CH:7]=[CH:6][CH:5]=[CH:4][CH:3]=1.[OH-].[Na+].[C:19](O)(=[O:21])[CH3:20]. Given the product [CH2:1]([N:8]([C:9]1[CH:14]=[CH:13][C:12]([OH:15])=[C:11]([F:16])[CH:10]=1)[C:19](=[O:21])[CH3:20])[C:2]1[CH:3]=[CH:4][CH:5]=[CH:6][CH:7]=1, predict the reactants needed to synthesize it. (7) Given the product [Cl:7][C@:8]1([F:24])[C@H:9]([N:16]2[CH:21]=[CH:20][C:19](=[O:22])[NH:18][C:17]2=[O:23])[O:10][C@H:11]([CH2:14][O:15][P:29]([NH:38][C@@H:39]([CH3:49])[C:40]([O:42][CH:43]2[CH2:48][CH2:47][CH2:46][CH2:45][CH2:44]2)=[O:41])([O:28][C:27]2[CH:26]=[CH:53][CH:52]=[CH:51][CH:50]=2)=[O:30])[C@H:12]1[OH:13], predict the reactants needed to synthesize it. The reactants are: C([Mg]Cl)CCC.[Cl:7][C@@:8]1([F:24])[C@H:12]([OH:13])[C@@H:11]([CH2:14][OH:15])[O:10][C@H:9]1[N:16]1[CH:21]=[CH:20][C:19](=[O:22])[NH:18][C:17]1=[O:23].F[C:26]1[C:53](F)=[C:52](F)[C:51](F)=[C:50](F)[C:27]=1[O:28][P:29]([NH:38][C@@H:39]([CH3:49])[C:40]([O:42][CH:43]1[CH2:48][CH2:47][CH2:46][CH2:45][CH2:44]1)=[O:41])(OC1C=CC=CC=1)=[O:30].[NH4+].[Cl-]. (8) The reactants are: [Br-].[Li+].C(N(CC)CC)C.[F:10][C:11]1[CH:31]=[C:30]([F:32])[CH:29]=[CH:28][C:12]=1[CH2:13][CH:14]1[CH2:19][CH:18]([C:20]([O:22]C)=[O:21])[CH2:17][CH2:16][N:15]1[C:24]([O:26][CH3:27])=[O:25].CC(OC)(C)C. Given the product [F:10][C:11]1[CH:31]=[C:30]([F:32])[CH:29]=[CH:28][C:12]=1[CH2:13][CH:14]1[CH2:19][CH:18]([C:20]([OH:22])=[O:21])[CH2:17][CH2:16][N:15]1[C:24]([O:26][CH3:27])=[O:25], predict the reactants needed to synthesize it.